This data is from Full USPTO retrosynthesis dataset with 1.9M reactions from patents (1976-2016). The task is: Predict the reactants needed to synthesize the given product. (1) Given the product [ClH:33].[CH3:22][N:20]([CH3:21])[C:17]([CH3:19])([CH3:18])[CH2:16][N:14]1[CH:15]=[C:11]([C:8]2[CH:9]=[CH:10][C:5]([F:4])=[C:6]([C:29]([F:30])([F:31])[F:32])[CH:7]=2)[N:12]=[C:13]1[CH:23]1[CH2:28][CH2:27][N:26]([C:34]2[C:35]3[CH2:42][C:41](=[O:43])[NH:40][C:36]=3[N:37]=[CH:38][N:39]=2)[CH2:25][CH2:24]1, predict the reactants needed to synthesize it. The reactants are: Cl.Cl.Cl.[F:4][C:5]1[CH:10]=[CH:9][C:8]([C:11]2[N:12]=[C:13]([CH:23]3[CH2:28][CH2:27][NH:26][CH2:25][CH2:24]3)[N:14]([CH2:16][C:17]([N:20]([CH3:22])[CH3:21])([CH3:19])[CH3:18])[CH:15]=2)=[CH:7][C:6]=1[C:29]([F:32])([F:31])[F:30].[Cl:33][C:34]1[C:35]2[CH2:42][C:41](=[O:43])[NH:40][C:36]=2[N:37]=[CH:38][N:39]=1. (2) Given the product [Cl:1][C:2]1[C:11]2[C:6](=[CH:7][C:8]([F:13])=[CH:9][C:10]=2[F:12])[N:5]=[C:4]([N:14]2[CH2:19][CH2:18][N:17]([CH3:24])[CH2:16][C:15]2=[O:20])[C:3]=1[CH3:21], predict the reactants needed to synthesize it. The reactants are: [Cl:1][C:2]1[C:11]2[C:6](=[CH:7][C:8]([F:13])=[CH:9][C:10]=2[F:12])[N:5]=[C:4]([N:14]2[CH2:19][CH2:18][NH:17][CH2:16][C:15]2=[O:20])[C:3]=1[CH3:21].C=O.[C:24](O[BH-](OC(=O)C)OC(=O)C)(=O)C.[Na+].C([BH3-])#N.[Na+]. (3) Given the product [CH2:3]([OH:11])[CH2:2][CH2:12][CH3:13].[CH2:12]([CH:19]1[CH2:24][CH2:23][N:22]([C:2]2[C:3](=[O:11])[N:4]([CH3:10])[C:5](=[O:9])[N:6]([CH3:8])[N:7]=2)[CH2:21][CH2:20]1)[C:13]1[CH:18]=[CH:17][CH:16]=[CH:15][CH:14]=1, predict the reactants needed to synthesize it. The reactants are: Br[C:2]1[C:3](=[O:11])[N:4]([CH3:10])[C:5](=[O:9])[N:6]([CH3:8])[N:7]=1.[CH2:12]([CH:19]1[CH2:24][CH2:23][NH:22][CH2:21][CH2:20]1)[C:13]1[CH:18]=[CH:17][CH:16]=[CH:15][CH:14]=1. (4) Given the product [CH3:31][C:32]1[C:37]([C:10]2[CH:11]=[CH:12][C:13]3[N:19]4[CH2:20][C@H:16]([CH2:17][CH2:18]4)[N:15]([C:21]([NH:23][C:24]4[CH:25]=[N:26][CH:27]=[CH:28][CH:29]=4)=[O:22])[C:14]=3[N:30]=2)=[CH:36][CH:35]=[C:34]([CH3:41])[N:33]=1, predict the reactants needed to synthesize it. The reactants are: [O-]P([O-])([O-])=O.[K+].[K+].[K+].Cl[C:10]1[CH:11]=[CH:12][C:13]2[N:19]3[CH2:20][C@H:16]([CH2:17][CH2:18]3)[N:15]([C:21]([NH:23][C:24]3[CH:25]=[N:26][CH:27]=[CH:28][CH:29]=3)=[O:22])[C:14]=2[N:30]=1.[CH3:31][C:32]1[C:37](B(O)O)=[CH:36][CH:35]=[C:34]([CH3:41])[N:33]=1.C1(P(C2CCCCC2)C2C=CC=CC=2C2C(C(C)C)=CC(C(C)C)=CC=2C(C)C)CCCCC1. (5) Given the product [Br:1][C:2]1[CH:3]=[C:4]2[C:8](=[CH:9][CH:10]=1)[C:7](=[C:12]1[S:13][CH2:14][CH2:15][CH2:16][S:17]1)[CH2:6][CH2:5]2, predict the reactants needed to synthesize it. The reactants are: [Br:1][C:2]1[CH:3]=[C:4]2[C:8](=[CH:9][CH:10]=1)[C:7]([CH:12]1[S:17][CH2:16][CH2:15][CH2:14][S:13]1)(O)[CH2:6][CH2:5]2.O.C1(C)C=CC(S(O)(=O)=O)=CC=1. (6) The reactants are: Br[C:2]1[CH:7]=[CH:6][C:5]([Br:8])=[CH:4][N:3]=1.C([Li])CCC.[CH3:14][C:15]([CH3:17])=[O:16]. Given the product [Br:8][C:5]1[CH:6]=[CH:7][C:2]([C:15]([OH:16])([CH3:17])[CH3:14])=[N:3][CH:4]=1, predict the reactants needed to synthesize it. (7) Given the product [CH3:23][C:4]1[S:3][C:2]([C:26]#[C:27][CH2:28][CH2:29][CH3:30])=[N:6][C:5]=1[CH2:7][O:8][N:9]=[C:10]([C:17]1[N:21]([CH3:22])[N:20]=[N:19][N:18]=1)[C:11]1[CH:16]=[CH:15][CH:14]=[CH:13][CH:12]=1, predict the reactants needed to synthesize it. The reactants are: Br[C:2]1[S:3][C:4]([CH3:23])=[C:5]([CH2:7][O:8][N:9]=[C:10]([C:17]2[N:21]([CH3:22])[N:20]=[N:19][N:18]=2)[C:11]2[CH:16]=[CH:15][CH:14]=[CH:13][CH:12]=2)[N:6]=1.N#N.[CH:26]#[C:27][CH2:28][CH2:29][CH3:30].C(N(CC)CC)C. (8) Given the product [OH:2][CH2:3][C:4]1[CH:9]=[CH:8][C:7]([NH:10][C:11](=[O:28])[CH:12]([NH:16][C:17](=[O:27])[CH2:18][C:19]2[CH:24]=[C:23]([F:25])[CH:22]=[C:21]([F:26])[CH:20]=2)[CH2:13][CH2:14][CH3:15])=[N:6][CH:5]=1, predict the reactants needed to synthesize it. The reactants are: C[O:2][C:3](=O)[C:4]1[CH:9]=[CH:8][C:7]([NH:10][C:11](=[O:28])[CH:12]([NH:16][C:17](=[O:27])[CH2:18][C:19]2[CH:24]=[C:23]([F:25])[CH:22]=[C:21]([F:26])[CH:20]=2)[CH2:13][CH2:14][CH3:15])=[N:6][CH:5]=1.[BH4-].[Na+].